Dataset: Retrosynthesis with 50K atom-mapped reactions and 10 reaction types from USPTO. Task: Predict the reactants needed to synthesize the given product. Given the product CC(C)(C)OC(=O)Nc1ccc(-c2cc(F)ccc2F)cc1NC(=O)CC(=O)c1cccc(-n2ccnn2)c1, predict the reactants needed to synthesize it. The reactants are: CC(C)(C)OC(=O)Nc1ccc(-c2cc(F)ccc2F)cc1N.CCOC(=O)CC(=O)c1cccc(-n2ccnn2)c1.